From a dataset of Reaction yield outcomes from USPTO patents with 853,638 reactions. Predict the reaction yield, written as a fraction of the theoretical maximum amount of product (1.0 means a 100% yield; for example, 0.34 means a 34% yield). (1) The reactants are [Cl:1][C:2]1[S:3][C:4]([Cl:21])=[CH:5][C:6]=1[S:7]([NH:10][C:11]1[CH:19]=[CH:18][C:14]([C:15]([OH:17])=[O:16])=[C:13]([OH:20])[CH:12]=1)(=[O:9])=[O:8].[CH2:22]([O:24][CH2:25][CH2:26]O)[CH3:23]. No catalyst specified. The product is [Cl:1][C:2]1[S:3][C:4]([Cl:21])=[CH:5][C:6]=1[S:7]([NH:10][C:11]1[CH:19]=[CH:18][C:14]([C:15]([O:17][CH2:23][CH2:22][O:24][CH2:25][CH3:26])=[O:16])=[C:13]([OH:20])[CH:12]=1)(=[O:9])=[O:8]. The yield is 0.150. (2) The reactants are C([O:3][C:4]([C:6]1[C:13]2[C:12]([CH3:15])([CH3:14])[O:11][C:10]([CH3:17])([CH3:16])[C:9]=2[S:8][C:7]=1[NH:18][C:19](=[O:21])[CH3:20])=[O:5])C.O. The catalyst is O1CCOCC1. The product is [C:19]([NH:18][C:7]1[S:8][C:9]2[C:10]([CH3:16])([CH3:17])[O:11][C:12]([CH3:14])([CH3:15])[C:13]=2[C:6]=1[C:4]([OH:5])=[O:3])(=[O:21])[CH3:20]. The yield is 0.410. (3) The product is [CH:28]1([CH2:27][NH:26][CH2:24][CH2:23][CH2:22][N:3]2[C:4]3[C:9](=[CH:8][CH:7]=[CH:6][CH:5]=3)[C:10]3([C:14]4=[CH:15][C:16]5[O:20][CH2:19][O:18][C:17]=5[CH:21]=[C:13]4[O:12][CH2:11]3)[C:2]2=[O:1])[CH2:30][CH2:29]1. The reactants are [O:1]=[C:2]1[C:10]2([C:14]3=[CH:15][C:16]4[O:20][CH2:19][O:18][C:17]=4[CH:21]=[C:13]3[O:12][CH2:11]2)[C:9]2[C:4](=[CH:5][CH:6]=[CH:7][CH:8]=2)[N:3]1[CH2:22][CH2:23][CH:24]=O.[NH2:26][CH2:27][CH:28]1[CH2:30][CH2:29]1.C(O[BH-](OC(=O)C)OC(=O)C)(=O)C.C1(OC2C=CC(C=O)=CC=2)C=CC=CC=1. The yield is 0.620. The catalyst is C1COCC1.CCOCC. (4) The reactants are [F:1][C:2]([F:19])([F:18])[CH2:3][N:4]1[C:9](=[O:10])[CH:8]=[N:7][C:6]([C:11]2[CH:16]=[CH:15][C:14]([Cl:17])=[CH:13][CH:12]=2)=[N:5]1.FC(F)(F)CN1C(=O)C=NC(C2C=CC=CC=2)=N1.[CH2:38]([SH:41])[CH2:39][CH3:40]. The catalyst is C(OCC)(=O)C. The product is [F:19][C:2]([F:1])([F:18])[CH2:3][N:4]1[C:9](=[O:10])[CH:8]([S:41][CH2:38][CH2:39][CH3:40])[NH:7][C:6]([C:11]2[CH:12]=[CH:13][C:14]([Cl:17])=[CH:15][CH:16]=2)=[N:5]1. The yield is 0.550. (5) The reactants are [C:1]1([CH3:11])C=CC(S([O-])(=O)=O)=CC=1.[NH+]1[CH:17]=[CH:16]C=CC=1.[C:18]([O:21][CH:22]1[C:23]([OH:55])([CH3:54])[CH2:24][CH2:25][CH:26]([OH:53])[CH2:27][C:28]([O:30][CH:31](/[C:36](/[CH3:52])=[CH:37]/[CH:38]=[CH:39]/[CH:40]([CH3:51])[CH2:41][CH:42]2[O:50][CH:43]2[CH:44]([CH3:49])[CH:45]([OH:48])[CH2:46][CH3:47])[CH:32]([CH3:35])[CH:33]=[CH:34]1)=[O:29])(=[O:20])[CH3:19].[CH:56]([O:58][CH2:59][CH3:60])=[CH2:57].[C:61]([O:64][CH2:65][CH3:66])(=O)[CH3:62].[OH2:67]. The catalyst is ClCCl. The product is [C:18]([O:21][CH:22]1[C:23]([O:55][CH:16]([O:67][CH2:1][CH3:11])[CH3:17])([CH3:54])[CH2:24][CH2:25][CH:26]([O:53][CH:61]([O:64][CH2:65][CH3:66])[CH3:62])[CH2:27][C:28]([O:30][CH:31](/[C:36](/[CH3:52])=[CH:37]/[CH:38]=[CH:39]/[CH:40]([CH3:51])[CH2:41][CH:42]2[O:50][CH:43]2[CH:44]([CH3:49])[CH:45]([O:48][CH:56]([O:58][CH2:59][CH3:60])[CH3:57])[CH2:46][CH3:47])[CH:32]([CH3:35])[CH:33]=[CH:34]1)=[O:29])(=[O:20])[CH3:19]. The yield is 0.940. (6) The reactants are [N+:1]([C:4]1[C:12]([N+:13]([O-:15])=[O:14])=[CH:11][CH:10]=[C:6]([C:7]([OH:9])=O)[C:5]=1[C:16]([OH:18])=O)([O-:3])=[O:2].[CH2:19]([O:21][C:22]1[CH:23]=[C:24]([CH:30]([NH2:36])[CH2:31][S:32]([CH3:35])(=[O:34])=[O:33])[CH:25]=[CH:26][C:27]=1[O:28][CH3:29])[CH3:20]. The catalyst is C1(C)C=CC=CC=1. The product is [CH2:19]([O:21][C:22]1[CH:23]=[C:24]([CH:30]([N:36]2[C:16](=[O:18])[C:5]3[C:6](=[CH:10][CH:11]=[C:12]([N+:13]([O-:15])=[O:14])[C:4]=3[N+:1]([O-:3])=[O:2])[C:7]2=[O:9])[CH2:31][S:32]([CH3:35])(=[O:34])=[O:33])[CH:25]=[CH:26][C:27]=1[O:28][CH3:29])[CH3:20]. The yield is 0.490.